From a dataset of Catalyst prediction with 721,799 reactions and 888 catalyst types from USPTO. Predict which catalyst facilitates the given reaction. Reactant: [Br:1][C:2]1[CH:11]=[CH:10][C:9]2[N:8]=[CH:7][C:6]3[NH:12][C:13](=[O:26])[N:14]([C:15]4[CH:20]=[CH:19][C:18]([C:21]([CH3:25])([CH3:24])[C:22]#[N:23])=[CH:17][CH:16]=4)[C:5]=3[C:4]=2[CH:3]=1.C(N(CC)CC)C.[N:34]([C:37]1[CH:42]=[CH:41][C:40]([O:43][CH3:44])=[CH:39][CH:38]=1)=[C:35]=[O:36].O. Product: [Br:1][C:2]1[CH:11]=[CH:10][C:9]2[N:8]=[CH:7][C:6]3[N:12]([C:35]([NH:34][C:37]4[CH:42]=[CH:41][C:40]([O:43][CH3:44])=[CH:39][CH:38]=4)=[O:36])[C:13](=[O:26])[N:14]([C:15]4[CH:20]=[CH:19][C:18]([C:21]([C:22]#[N:23])([CH3:24])[CH3:25])=[CH:17][CH:16]=4)[C:5]=3[C:4]=2[CH:3]=1. The catalyst class is: 4.